Predict the product of the given reaction. From a dataset of Forward reaction prediction with 1.9M reactions from USPTO patents (1976-2016). (1) Given the reactants [NH2:1][CH:2]([CH2:12][C:13]1[CH:18]=[CH:17][C:16]([C:19]([F:22])([F:21])[F:20])=[CH:15][CH:14]=1)[CH:3]([C:5]1[CH:10]=[CH:9][C:8]([F:11])=[CH:7][CH:6]=1)[OH:4].[O:23]([C:30]1[CH:38]=[CH:37][C:33]([C:34](O)=[O:35])=[CH:32][CH:31]=1)[C:24]1[CH:29]=[CH:28][CH:27]=[CH:26][CH:25]=1.Cl.C(N=C=NCCCN(C)C)C.ON1C2C=CC=CC=2N=N1, predict the reaction product. The product is: [F:11][C:8]1[CH:9]=[CH:10][C:5]([CH:3]([OH:4])[CH:2]([NH:1][C:34](=[O:35])[C:33]2[CH:32]=[CH:31][C:30]([O:23][C:24]3[CH:29]=[CH:28][CH:27]=[CH:26][CH:25]=3)=[CH:38][CH:37]=2)[CH2:12][C:13]2[CH:18]=[CH:17][C:16]([C:19]([F:22])([F:20])[F:21])=[CH:15][CH:14]=2)=[CH:6][CH:7]=1. (2) Given the reactants [C:1]([O:5][C:6](=[O:18])[NH:7][CH:8]([C:11]1[CH:16]=[CH:15][C:14]([F:17])=[CH:13][CH:12]=1)[CH2:9]I)([CH3:4])([CH3:3])[CH3:2].[CH3:19][O:20][C:21](=[O:24])[CH2:22][SH:23].C(=O)([O-])[O-].[K+].[K+], predict the reaction product. The product is: [CH3:19][O:20][C:21](=[O:24])[CH2:22][S:23][CH2:9][CH:8]([NH:7][C:6]([O:5][C:1]([CH3:4])([CH3:3])[CH3:2])=[O:18])[C:11]1[CH:16]=[CH:15][C:14]([F:17])=[CH:13][CH:12]=1. (3) Given the reactants C1(C[N:8]2[CH2:12][CH2:11][CH2:10][C@H:9]2[CH2:13][N:14]2[CH2:19][CH2:18][CH2:17][CH2:16][CH2:15]2)C=CC=CC=1.[ClH:20], predict the reaction product. The product is: [ClH:20].[NH:8]1[CH2:12][CH2:11][CH2:10][C@H:9]1[CH2:13][N:14]1[CH2:19][CH2:18][CH2:17][CH2:16][CH2:15]1. (4) Given the reactants [F:1][C@H:2]1[C@@H:7]([O:8][C:9]2[CH:10]=[CH:11][CH:12]=[C:13]3[C:18]=2[N:17]=[C:16]([C:19]2[N:23]4[CH:24]=[C:25]([F:28])[CH:26]=[CH:27][C:22]4=[N:21][N:20]=2)[CH:15]=[CH:14]3)[CH2:6][CH2:5][N:4](C(OC(C)(C)C)=O)[CH2:3]1.C(O)(C(F)(F)F)=O, predict the reaction product. The product is: [F:28][C:25]1[CH:26]=[CH:27][C:22]2[N:23]([C:19]([C:16]3[CH:15]=[CH:14][C:13]4[C:18](=[C:9]([O:8][C@H:7]5[CH2:6][CH2:5][NH:4][CH2:3][C@H:2]5[F:1])[CH:10]=[CH:11][CH:12]=4)[N:17]=3)=[N:20][N:21]=2)[CH:24]=1. (5) Given the reactants [NH2:1][C:2]1[CH:7]=[CH:6][C:5]([CH:8]([OH:13])[C:9]([F:12])([F:11])[F:10])=[CH:4][CH:3]=1.[N:14]([O-])=O.[Na+].[Cl:18][Sn]Cl.O, predict the reaction product. The product is: [ClH:18].[F:12][C:9]([F:10])([F:11])[CH:8]([C:5]1[CH:6]=[CH:7][C:2]([NH:1][NH2:14])=[CH:3][CH:4]=1)[OH:13]. (6) Given the reactants [CH2:1]([C:5]1[CH:6]=[N:7][C:8]([Cl:14])=[C:9]([CH:13]=1)[C:10]([OH:12])=O)[CH2:2][CH2:3][CH3:4].Cl.[F:16][C:17]1[CH:22]=[CH:21][C:20]([F:23])=[CH:19][C:18]=1[CH2:24][CH2:25][O:26][CH2:27][C:28]([NH2:30])=[NH:29].CN(C(ON1N=NC2C=CC=CC1=2)=[N+](C)C)C.[B-](F)(F)(F)F.CCN(C(C)C)C(C)C, predict the reaction product. The product is: [CH2:1]([C:5]1[CH:6]=[N:7][C:8]([Cl:14])=[C:9]([CH:13]=1)[C:10]([NH:30][C:28](=[NH:29])[CH2:27][O:26][CH2:25][CH2:24][C:18]1[CH:19]=[C:20]([F:23])[CH:21]=[CH:22][C:17]=1[F:16])=[O:12])[CH2:2][CH2:3][CH3:4]. (7) Given the reactants [N+:1]([C:4]1[CH:9]=[CH:8][CH:7]=[CH:6][C:5]=1[C:10]1[N:11]=[C:12]([NH:15][C:16](=[O:34])[CH2:17][CH2:18][CH2:19][CH2:20][CH2:21][CH2:22][C:23]([NH:25][O:26]CC2C=CC=CC=2)=[O:24])[S:13][CH:14]=1)([O-:3])=[O:2].B(Br)(Br)Br, predict the reaction product. The product is: [N+:1]([C:4]1[CH:9]=[CH:8][CH:7]=[CH:6][C:5]=1[C:10]1[N:11]=[C:12]([NH:15][C:16](=[O:34])[CH2:17][CH2:18][CH2:19][CH2:20][CH2:21][CH2:22][C:23]([NH:25][OH:26])=[O:24])[S:13][CH:14]=1)([O-:3])=[O:2]. (8) Given the reactants [F:1][C:2]1[CH:7]=[C:6](B2[O:12][C:11](C)(C)C(C)(C)O2)[CH:5]=[CH:4][C:3]=1[C:17]1[N:18]=[CH:19][C:20]([NH2:23])=[N:21][CH:22]=1.Br[C:25]1[CH:39]=[CH:38][CH:37]=[CH:36][C:26]=1[CH2:27][S:28]([N:31]1[CH2:34][CH:33]([OH:35])[CH2:32]1)(=[O:30])=[O:29], predict the reaction product. The product is: [CH:11]([OH:12])=[O:29].[NH2:23][C:20]1[N:21]=[CH:22][C:17]([C:3]2[CH:4]=[CH:5][C:6]([C:25]3[CH:39]=[CH:38][CH:37]=[CH:36][C:26]=3[CH2:27][S:28]([N:31]3[CH2:32][CH:33]([OH:35])[CH2:34]3)(=[O:29])=[O:30])=[CH:7][C:2]=2[F:1])=[N:18][CH:19]=1.